Regression. Given two drug SMILES strings and cell line genomic features, predict the synergy score measuring deviation from expected non-interaction effect. From a dataset of NCI-60 drug combinations with 297,098 pairs across 59 cell lines. (1) Drug 1: C1C(C(OC1N2C=C(C(=O)NC2=O)F)CO)O. Drug 2: CC1=C(C(=O)C2=C(C1=O)N3CC4C(C3(C2COC(=O)N)OC)N4)N. Cell line: MOLT-4. Synergy scores: CSS=64.3, Synergy_ZIP=-0.511, Synergy_Bliss=-0.474, Synergy_Loewe=-4.03, Synergy_HSA=0.750. (2) Drug 1: CS(=O)(=O)C1=CC(=C(C=C1)C(=O)NC2=CC(=C(C=C2)Cl)C3=CC=CC=N3)Cl. Drug 2: C1C(C(OC1N2C=NC3=C(N=C(N=C32)Cl)N)CO)O. Cell line: HOP-92. Synergy scores: CSS=25.6, Synergy_ZIP=-6.71, Synergy_Bliss=-1.34, Synergy_Loewe=-18.3, Synergy_HSA=-0.728. (3) Drug 1: CC1=C2C(C(=O)C3(C(CC4C(C3C(C(C2(C)C)(CC1OC(=O)C(C(C5=CC=CC=C5)NC(=O)OC(C)(C)C)O)O)OC(=O)C6=CC=CC=C6)(CO4)OC(=O)C)O)C)O. Drug 2: C1CC(=O)NC(=O)C1N2C(=O)C3=CC=CC=C3C2=O. Cell line: MDA-MB-231. Synergy scores: CSS=8.12, Synergy_ZIP=0.862, Synergy_Bliss=3.83, Synergy_Loewe=-1.33, Synergy_HSA=1.21. (4) Drug 1: CS(=O)(=O)CCNCC1=CC=C(O1)C2=CC3=C(C=C2)N=CN=C3NC4=CC(=C(C=C4)OCC5=CC(=CC=C5)F)Cl. Drug 2: C(CCl)NC(=O)N(CCCl)N=O. Cell line: BT-549. Synergy scores: CSS=1.75, Synergy_ZIP=-2.35, Synergy_Bliss=-4.55, Synergy_Loewe=-3.72, Synergy_HSA=-3.57. (5) Drug 1: CN(CC1=CN=C2C(=N1)C(=NC(=N2)N)N)C3=CC=C(C=C3)C(=O)NC(CCC(=O)O)C(=O)O. Drug 2: CC(C)CN1C=NC2=C1C3=CC=CC=C3N=C2N. Cell line: TK-10. Synergy scores: CSS=30.1, Synergy_ZIP=-4.06, Synergy_Bliss=0.395, Synergy_Loewe=-11.7, Synergy_HSA=-1.11. (6) Drug 1: CCN(CC)CCCC(C)NC1=C2C=C(C=CC2=NC3=C1C=CC(=C3)Cl)OC. Drug 2: B(C(CC(C)C)NC(=O)C(CC1=CC=CC=C1)NC(=O)C2=NC=CN=C2)(O)O. Cell line: IGROV1. Synergy scores: CSS=50.7, Synergy_ZIP=1.92, Synergy_Bliss=1.10, Synergy_Loewe=-45.5, Synergy_HSA=-3.07.